From a dataset of Forward reaction prediction with 1.9M reactions from USPTO patents (1976-2016). Predict the product of the given reaction. (1) Given the reactants [Cl:1][C:2]1[C:7]([CH2:8][CH2:9][C:10]([O:12]CC)=O)=[CH:6][CH:5]=[C:4]([Cl:15])[N:3]=1.[Li+].[BH4-].[CH2:18]1COC[CH2:19]1, predict the reaction product. The product is: [CH2:18]([CH:10]([OH:12])[CH2:9][CH2:8][C:7]1[C:2]([Cl:1])=[N:3][C:4]([Cl:15])=[CH:5][CH:6]=1)[CH3:19]. (2) Given the reactants [F:1][C:2]1[CH:23]=[CH:22][CH:21]=[C:20]([F:24])[C:3]=1[CH2:4][O:5][C:6]1[C:7]2[N:8]([C:13](C(O)=O)=[C:14]([CH3:16])[N:15]=2)[CH:9]=[C:10]([CH3:12])[CH:11]=1.Cl, predict the reaction product. The product is: [F:1][C:2]1[CH:23]=[CH:22][CH:21]=[C:20]([F:24])[C:3]=1[CH2:4][O:5][C:6]1[C:7]2[N:8]([CH:13]=[C:14]([CH3:16])[N:15]=2)[CH:9]=[C:10]([CH3:12])[CH:11]=1. (3) Given the reactants [CH:1]1([NH:7][CH2:8][CH2:9][OH:10])[CH2:6][CH2:5][CH2:4][CH2:3][CH2:2]1.O1CCC[CH2:12]1.IC.C(N(CC)CC)C, predict the reaction product. The product is: [CH:1]1([N:7]([CH3:12])[CH2:8][CH2:9][OH:10])[CH2:6][CH2:5][CH2:4][CH2:3][CH2:2]1. (4) Given the reactants [CH:1]1([C@@H:7]([NH:31]C(=O)OC(C)(C)C)[C:8](=[O:30])[NH:9][C:10]2[CH:11]=[C:12]3[C:28](=[O:29])[NH:27][N:26]=[CH:25][C:14]4=[C:15]([C:19]5[CH:24]=[CH:23][CH:22]=[CH:21][CH:20]=5)[NH:16][C:17]([CH:18]=2)=[C:13]34)[CH2:6][CH2:5][CH2:4][CH2:3][CH2:2]1.Cl, predict the reaction product. The product is: [NH2:31][C@H:7]([CH:1]1[CH2:6][CH2:5][CH2:4][CH2:3][CH2:2]1)[C:8]([NH:9][C:10]1[CH:11]=[C:12]2[C:28](=[O:29])[NH:27][N:26]=[CH:25][C:14]3=[C:15]([C:19]4[CH:24]=[CH:23][CH:22]=[CH:21][CH:20]=4)[NH:16][C:17]([CH:18]=1)=[C:13]23)=[O:30].